Dataset: CYP1A2 inhibition data for predicting drug metabolism from PubChem BioAssay. Task: Regression/Classification. Given a drug SMILES string, predict its absorption, distribution, metabolism, or excretion properties. Task type varies by dataset: regression for continuous measurements (e.g., permeability, clearance, half-life) or binary classification for categorical outcomes (e.g., BBB penetration, CYP inhibition). Dataset: cyp1a2_veith. (1) The compound is C#CCSc1n[nH]c(-c2ccco2)n1. The result is 1 (inhibitor). (2) The compound is O=C(NC(=S)Nc1ccc(C(=O)N2CCOCC2)cc1)c1ccc([N+](=O)[O-])cc1. The result is 0 (non-inhibitor). (3) The molecule is O=c1cc(-c2ccccc2)oc2cc(O)c(O)c(O)c12. The result is 1 (inhibitor).